Dataset: Peptide-MHC class II binding affinity with 134,281 pairs from IEDB. Task: Regression. Given a peptide amino acid sequence and an MHC pseudo amino acid sequence, predict their binding affinity value. This is MHC class II binding data. (1) The binding affinity (normalized) is 0.112. The peptide sequence is SGLFQLIFFLTLAGR. The MHC is DRB3_0101 with pseudo-sequence DRB3_0101. (2) The peptide sequence is SWIQSIPFVHLGHRD. The MHC is DRB1_0802 with pseudo-sequence DRB1_0802. The binding affinity (normalized) is 0.503. (3) The peptide sequence is HISYVMLIFFV. The MHC is DRB5_0101 with pseudo-sequence DRB5_0101. The binding affinity (normalized) is 0. (4) The peptide sequence is KYGGTEIKYNGEEYL. The MHC is DRB5_0101 with pseudo-sequence DRB5_0101. The binding affinity (normalized) is 0. (5) The MHC is DRB1_1501 with pseudo-sequence DRB1_1501. The binding affinity (normalized) is 0. The peptide sequence is EKDSPFKLSSSEPHC.